Dataset: Forward reaction prediction with 1.9M reactions from USPTO patents (1976-2016). Task: Predict the product of the given reaction. (1) Given the reactants [NH:1]1[CH2:5][CH2:4][CH2:3][CH2:2]1.[CH3:6][N:7]1[C:11]([C:12](=[O:29])[NH:13][C:14]2[CH:15]=[CH:16][C:17]3[N:18]([N:20]=[C:21]([N:23]4[CH2:28][CH2:27][O:26][CH2:25][CH2:24]4)[N:22]=3)[CH:19]=2)=[C:10]([C:30](O)=[O:31])[CH:9]=[N:8]1, predict the reaction product. The product is: [N:23]1([C:21]2[N:22]=[C:17]3[CH:16]=[CH:15][C:14]([NH:13][C:12]([C:11]4[N:7]([CH3:6])[N:8]=[CH:9][C:10]=4[C:30]([N:1]4[CH2:5][CH2:4][CH2:3][CH2:2]4)=[O:31])=[O:29])=[CH:19][N:18]3[N:20]=2)[CH2:24][CH2:25][O:26][CH2:27][CH2:28]1. (2) Given the reactants [C:1]([O:7][CH2:8][N:9]1[C:13]([CH2:14][O:15][C:16]2[CH:21]=[CH:20][C:19]([OH:22])=[CH:18][CH:17]=2)=[CH:12][N:11]=[N:10]1)(=[O:6])[C:2]([CH3:5])([CH3:4])[CH3:3].Cl[C:24]1[CH:29]=[CH:28][N:27]=[C:26]2[N:30]([CH2:34][C:35]3[CH:40]=[CH:39][C:38]([O:41][CH3:42])=[CH:37][CH:36]=3)[N:31]=[C:32]([I:33])[C:25]=12.C([O-])([O-])=O.[Cs+].[Cs+], predict the reaction product. The product is: [C:1]([O:7][CH2:8][N:9]1[C:13]([CH2:14][O:15][C:16]2[CH:17]=[CH:18][C:19]([O:22][C:24]3[CH:29]=[CH:28][N:27]=[C:26]4[N:30]([CH2:34][C:35]5[CH:40]=[CH:39][C:38]([O:41][CH3:42])=[CH:37][CH:36]=5)[N:31]=[C:32]([I:33])[C:25]=34)=[CH:20][CH:21]=2)=[CH:12][N:11]=[N:10]1)(=[O:6])[C:2]([CH3:5])([CH3:4])[CH3:3]. (3) Given the reactants [N:1]1([CH2:7][CH2:8][C:9]([OH:11])=O)[CH2:6][CH2:5][CH2:4][CH2:3][CH2:2]1.C(N(CC)C(C)C)(C)C.F[B-](F)(F)F.O=C1C=CC=CN1OC(N(C)C)=[N+](C)C.[NH2:41][CH2:42][C:43]1[CH:48]=[CH:47][C:46]([C:49]2[NH:66][C:52]3[N:53]=[CH:54][N:55]=[C:56]([NH:57][C@@H:58]([C:60]4[CH:65]=[CH:64][CH:63]=[CH:62][CH:61]=4)[CH3:59])[C:51]=3[CH:50]=2)=[CH:45][CH:44]=1, predict the reaction product. The product is: [C:60]1([C@H:58]([NH:57][C:56]2[C:51]3[CH:50]=[C:49]([C:46]4[CH:45]=[CH:44][C:43]([CH2:42][NH:41][C:9](=[O:11])[CH2:8][CH2:7][N:1]5[CH2:2][CH2:3][CH2:4][CH2:5][CH2:6]5)=[CH:48][CH:47]=4)[NH:66][C:52]=3[N:53]=[CH:54][N:55]=2)[CH3:59])[CH:61]=[CH:62][CH:63]=[CH:64][CH:65]=1.